This data is from Full USPTO retrosynthesis dataset with 1.9M reactions from patents (1976-2016). The task is: Predict the reactants needed to synthesize the given product. Given the product [F:1][C:2]1[C:7]([F:8])=[CH:6][CH:5]=[CH:4][C:3]=1[CH2:9][S:10][C:11]1[N:16]=[C:15]([NH:17][S:18]([N:21]2[CH2:24][CH2:23][CH2:22]2)(=[O:20])=[O:19])[CH:14]=[C:13]([O:25][C:26]([CH3:28])([CH3:27])[C@@H:29]([OH:30])[CH2:33][OH:32])[N:12]=1, predict the reactants needed to synthesize it. The reactants are: [F:1][C:2]1[C:7]([F:8])=[CH:6][CH:5]=[CH:4][C:3]=1[CH2:9][S:10][C:11]1[N:16]=[C:15]([NH:17][S:18]([N:21]2[CH2:24][CH2:23][CH2:22]2)(=[O:20])=[O:19])[CH:14]=[C:13]([O:25][C:26]([C@@H:29]2[CH2:33][O:32]C(C)(C)[O:30]2)([CH3:28])[CH3:27])[N:12]=1.